From a dataset of HIV replication inhibition screening data with 41,000+ compounds from the AIDS Antiviral Screen. Binary Classification. Given a drug SMILES string, predict its activity (active/inactive) in a high-throughput screening assay against a specified biological target. (1) The result is 0 (inactive). The compound is COC(=O)C(Cc1ccccc1)NC(=O)C(CNC(=O)OCc1ccccc1)C(=O)OCc1ccccc1. (2) The compound is CC1CCC=C([Si](C)(C)C)CC(C)O1. The result is 0 (inactive). (3) The drug is Clc1ccccc1C1SCc2nc3ccccc3n21. The result is 0 (inactive). (4) The molecule is Cc1nc2ccc(NC3OC(CO)C(O)C(O)C3O)cc2c(=O)n1-c1ccccc1. The result is 0 (inactive). (5) The compound is COCn1c(C(=O)c2ccc(OC)cc2)cc2ccccc21. The result is 0 (inactive). (6) The drug is COC(=O)C(Cc1ccccc1)NP(=O)(OCCC#N)OCC1OC(n2cc(C)c(=O)[nH]c2=O)CC1N=[N+]=[N-]. The result is 1 (active).